From a dataset of Full USPTO retrosynthesis dataset with 1.9M reactions from patents (1976-2016). Predict the reactants needed to synthesize the given product. (1) Given the product [Cl:21][C:17]1[CH:16]=[C:15]([C:14]#[C:13][C:11]2[N:10]=[C:9]([CH3:22])[N:8]([C:6]3[CH:5]=[CH:4][NH:3][C:2](=[O:23])[CH:7]=3)[CH:12]=2)[CH:20]=[CH:19][CH:18]=1, predict the reactants needed to synthesize it. The reactants are: Cl[C:2]1[CH:7]=[C:6]([N:8]2[CH:12]=[C:11]([C:13]#[C:14][C:15]3[CH:20]=[CH:19][CH:18]=[C:17]([Cl:21])[CH:16]=3)[N:10]=[C:9]2[CH3:22])[CH:5]=[CH:4][N:3]=1.[OH-:23].[K+]. (2) Given the product [NH2:22][C:4]1[CH:5]=[CH:6][C:7]([O:8][C:9]2[CH:14]=[CH:13][N:12]=[C:11]([NH:15][C:16]3[CH:21]=[CH:20][CH:19]=[CH:18][CH:17]=3)[CH:10]=2)=[C:2]([F:1])[CH:3]=1, predict the reactants needed to synthesize it. The reactants are: [F:1][C:2]1[CH:3]=[C:4]([NH:22]C(=O)C)[CH:5]=[CH:6][C:7]=1[O:8][C:9]1[CH:14]=[CH:13][N:12]=[C:11]([NH:15][C:16]2[CH:21]=[CH:20][CH:19]=[CH:18][CH:17]=2)[CH:10]=1. (3) Given the product [CH3:1][O:2][C:3]1[CH:8]=[CH:7][C:6]([S:9][C:10]2[C:11]([C:23]([OH:25])=[O:24])=[N:12][C:13]([S:16][C:17]3[CH:22]=[CH:21][CH:20]=[CH:19][N:18]=3)=[CH:14][CH:15]=2)=[CH:5][CH:4]=1, predict the reactants needed to synthesize it. The reactants are: [CH3:1][O:2][C:3]1[CH:8]=[CH:7][C:6]([S:9][C:10]2[C:11]([C:23]([O:25]C(C)(C)C)=[O:24])=[N:12][C:13]([S:16][C:17]3[CH:22]=[CH:21][CH:20]=[CH:19][N:18]=3)=[CH:14][CH:15]=2)=[CH:5][CH:4]=1.C(O)(C(F)(F)F)=O. (4) Given the product [Cl:1][C:2]1[C:3]([C:15]2[N:16]([CH:21]([CH3:23])[CH3:22])[C:17]([CH3:20])=[N:18][CH:19]=2)=[N:4][C:5]([NH:8][CH:9]2[CH2:10][CH2:11][N:12]([S:27]([CH2:26][CH2:25][C:45]([CH3:47])([N+:42]([O-:44])=[O:43])[CH3:46])(=[O:29])=[O:28])[CH2:13][CH2:14]2)=[N:6][CH:7]=1, predict the reactants needed to synthesize it. The reactants are: [Cl:1][C:2]1[C:3]([C:15]2[N:16]([CH:21]([CH3:23])[CH3:22])[C:17]([CH3:20])=[N:18][CH:19]=2)=[N:4][C:5]([NH:8][CH:9]2[CH2:14][CH2:13][NH:12][CH2:11][CH2:10]2)=[N:6][CH:7]=1.Cl[CH2:25][CH2:26][S:27](Cl)(=[O:29])=[O:28].N12CCCN=C1CCCCC2.[N+:42]([CH:45]([CH3:47])[CH3:46])([O-:44])=[O:43]. (5) Given the product [CH3:12][O:13][C:2]1[N:9]=[C:8]([CH3:10])[CH:7]=[C:6]([CH3:11])[C:3]=1[C:4]#[N:5], predict the reactants needed to synthesize it. The reactants are: Cl[C:2]1[N:9]=[C:8]([CH3:10])[CH:7]=[C:6]([CH3:11])[C:3]=1[C:4]#[N:5].[CH3:12][O-:13].[Na+]. (6) Given the product [CH3:36][N:34]([CH2:33][C:28]1[C:27]2[C:31](=[CH:32][C:24]([NH:23][C:20]([C:17]3[CH:18]=[CH:19][C:14]([C:3]4[CH:4]=[C:5]([C:8]5[O:9][C:10]([CH3:13])=[N:11][N:12]=5)[CH:6]=[CH:7][C:2]=4[CH3:1])=[CH:15][CH:16]=3)=[O:21])=[CH:25][CH:26]=2)[NH:30][CH:29]=1)[CH3:35], predict the reactants needed to synthesize it. The reactants are: [CH3:1][C:2]1[CH:7]=[CH:6][C:5]([C:8]2[O:9][C:10]([CH3:13])=[N:11][N:12]=2)=[CH:4][C:3]=1[C:14]1[CH:19]=[CH:18][C:17]([C:20](O)=[O:21])=[CH:16][CH:15]=1.[NH2:23][C:24]1[CH:32]=[C:31]2[C:27]([C:28]([CH2:33][N:34]([CH3:36])[CH3:35])=[CH:29][NH:30]2)=[CH:26][CH:25]=1.